From a dataset of Tyrosyl-DNA phosphodiesterase HTS with 341,365 compounds. Binary Classification. Given a drug SMILES string, predict its activity (active/inactive) in a high-throughput screening assay against a specified biological target. (1) The molecule is Clc1ccc(c2n(OCc3ccccc3)c3c(n2)cccc3)cc1. The result is 0 (inactive). (2) The drug is O=C(NCC(O)=O)CCC\C=C/C\C=C/C\C=C/C\C=C/CCCCC. The result is 1 (active).